From a dataset of Forward reaction prediction with 1.9M reactions from USPTO patents (1976-2016). Predict the product of the given reaction. Given the reactants [C:1]([O:5][C:6]([N:8]1[CH2:13][C@H:12]([O:14][CH2:15][C:16]2[CH:25]=[C:24]([O:26][CH3:27])[C:23]3[C:18](=[CH:19][CH:20]=[CH:21][CH:22]=3)[CH:17]=2)[C@@H:11]([C:28]2[CH:33]=[CH:32][C:31]([O:34][CH2:35][CH2:36][CH2:37][O:38][CH2:39][C:40]3[CH:45]=[CH:44][CH:43]=[CH:42][C:41]=3[O:46][CH3:47])=[CH:30][CH:29]=2)[C@H:10]([CH2:48]O)[CH2:9]1)=[O:7])([CH3:4])([CH3:3])[CH3:2].C(N(CC)CC)C.CS(Cl)(=O)=O.[NH:62]1[CH:66]=[CH:65][N:64]=[CH:63]1.[H-].[Na+], predict the reaction product. The product is: [C:1]([O:5][C:6]([N:8]1[CH2:13][C@H:12]([O:14][CH2:15][C:16]2[CH:25]=[C:24]([O:26][CH3:27])[C:23]3[C:18](=[CH:19][CH:20]=[CH:21][CH:22]=3)[CH:17]=2)[C@@H:11]([C:28]2[CH:29]=[CH:30][C:31]([O:34][CH2:35][CH2:36][CH2:37][O:38][CH2:39][C:40]3[CH:45]=[CH:44][CH:43]=[CH:42][C:41]=3[O:46][CH3:47])=[CH:32][CH:33]=2)[C@H:10]([CH2:48][N:62]2[CH:66]=[CH:65][N:64]=[CH:63]2)[CH2:9]1)=[O:7])([CH3:3])([CH3:4])[CH3:2].